Dataset: Forward reaction prediction with 1.9M reactions from USPTO patents (1976-2016). Task: Predict the product of the given reaction. (1) The product is: [CH3:24][N:22]1[CH:23]=[C:19]([C:17]2[CH:16]=[C:3]3[C:2]([CH:1]4[CH2:7][CH:4]3[CH2:5][CH2:6]4)=[N:31][N:30]=2)[C:20]([C:25]([F:28])([F:27])[F:26])=[N:21]1. Given the reactants [CH:1]12[CH2:7][CH:4]([CH2:5][CH2:6]1)[C:3](=O)[C:2]2=O.COP([CH2:16][C:17]([C:19]1[C:20]([C:25]([F:28])([F:27])[F:26])=[N:21][N:22]([CH3:24])[CH:23]=1)=O)(=O)OC.O.[NH2:30][NH2:31], predict the reaction product. (2) Given the reactants C(O)(C)(C)C.[NH2:6][C:7]1[CH:12]=[CH:11][C:10]([Cl:13])=[CH:9][C:8]=1[OH:14].[C:15](O[C:15]([O:17][C:18]([CH3:21])([CH3:20])[CH3:19])=[O:16])([O:17][C:18]([CH3:21])([CH3:20])[CH3:19])=[O:16], predict the reaction product. The product is: [Cl:13][C:10]1[CH:11]=[CH:12][C:7]([NH:6][C:15](=[O:16])[O:17][C:18]([CH3:21])([CH3:20])[CH3:19])=[C:8]([OH:14])[CH:9]=1. (3) Given the reactants CC1C=C2N=C3C(=NC(NC3=O)=O)N(C[C@H](O)[C@H](O)[C@H](O)CO)C2=CC=1C.[F:28][C:29]1[C:34]([N+:35]([O-])=O)=[CH:33][C:32]([N:38]2[C:42](=[O:43])[N:41]([CH3:44])[N:40]=[N:39]2)=[C:31]([C@@H:45]2[CH2:47][C@H:46]2[C:48]([F:51])([F:50])[F:49])[CH:30]=1.CCO, predict the reaction product. The product is: [NH2:35][C:34]1[C:29]([F:28])=[CH:30][C:31]([C@@H:45]2[CH2:47][C@H:46]2[C:48]([F:50])([F:49])[F:51])=[C:32]([N:38]2[C:42](=[O:43])[N:41]([CH3:44])[N:40]=[N:39]2)[CH:33]=1. (4) Given the reactants [NH2:1][C:2]1[N:11]=[CH:10][C:9]2[C:4](=[CH:5][CH:6]=[C:7]([C:12]3[CH:13]=[C:14]([CH:28]=[CH:29][C:30]=3[CH3:31])[C:15]([NH:17][C:18]3[CH:23]=[CH:22][CH:21]=[C:20]([C:24]([F:27])([F:26])[F:25])[CH:19]=3)=[O:16])[CH:8]=2)[N:3]=1.[CH2:32]([N:34]=[C:35]=[O:36])[CH3:33], predict the reaction product. The product is: [CH2:32]([NH:34][C:35]([NH:1][C:2]1[N:11]=[CH:10][C:9]2[C:4](=[CH:5][CH:6]=[C:7]([C:12]3[CH:13]=[C:14]([CH:28]=[CH:29][C:30]=3[CH3:31])[C:15]([NH:17][C:18]3[CH:23]=[CH:22][CH:21]=[C:20]([C:24]([F:27])([F:25])[F:26])[CH:19]=3)=[O:16])[CH:8]=2)[N:3]=1)=[O:36])[CH3:33]. (5) The product is: [C:25]([C:24]1[CH:27]=[CH:28][C:21]([CH:19]2[C:18]3[C:17](=[O:33])[CH2:16][CH2:15][CH2:14][C:13]=3[N:12]([C:34]3[CH:39]=[CH:38][CH:37]=[C:36]([C:40]([F:42])([F:43])[F:41])[CH:35]=3)[C:11](=[O:10])[N:20]2[CH2:2][C:3]([OH:5])=[O:4])=[C:22]([S:29]([CH3:32])(=[O:31])=[O:30])[CH:23]=1)#[N:26]. Given the reactants Br[CH2:2][C:3]([O:5]C(C)(C)C)=[O:4].[O:10]=[C:11]1[NH:20][CH:19]([C:21]2[CH:28]=[CH:27][C:24]([C:25]#[N:26])=[CH:23][C:22]=2[S:29]([CH3:32])(=[O:31])=[O:30])[C:18]2[C:17](=[O:33])[CH2:16][CH2:15][CH2:14][C:13]=2[N:12]1[C:34]1[CH:39]=[CH:38][CH:37]=[C:36]([C:40]([F:43])([F:42])[F:41])[CH:35]=1.C(=O)([O-])[O-].[Cs+].[Cs+].FC(F)(F)C(O)=O, predict the reaction product. (6) Given the reactants FC(F)(F)COP([CH2:13][C:14]([O:16][CH3:17])=[O:15])(=O)OCC(F)(F)F.[I-].[Na+].N12CCCN=C1CCCCC2.[Br:33][C:34]1[CH:44]=[C:43]([F:45])[C:37]([O:38][C@H:39]([CH3:42])[CH:40]=O)=[C:36]([F:46])[CH:35]=1.[Cl-].[NH4+], predict the reaction product. The product is: [Br:33][C:34]1[CH:44]=[C:43]([F:45])[C:37]([O:38][C@H:39]([CH3:40])/[CH:42]=[CH:13]\[C:14]([O:16][CH3:17])=[O:15])=[C:36]([F:46])[CH:35]=1.